This data is from Full USPTO retrosynthesis dataset with 1.9M reactions from patents (1976-2016). The task is: Predict the reactants needed to synthesize the given product. Given the product [OH:29][C@H:24]1[CH2:25][CH2:26][CH2:27][CH2:28][C@@H:23]1[NH:22][C:20]([C:11]1[C:12](=[O:19])[N:13]2[C:18]([CH:17]=[CH:16][CH:15]=[CH:14]2)=[C:9]([CH2:8][C:5]2[CH:4]=[CH:3][C:2]([N:30]3[CH:34]=[CH:33][CH:32]=[N:31]3)=[CH:7][N:6]=2)[CH:10]=1)=[O:21], predict the reactants needed to synthesize it. The reactants are: Br[C:2]1[CH:3]=[CH:4][C:5]([CH2:8][C:9]2[CH:10]=[C:11]([C:20]([NH:22][C@H:23]3[CH2:28][CH2:27][CH2:26][CH2:25][C@@H:24]3[OH:29])=[O:21])[C:12](=[O:19])[N:13]3[C:18]=2[CH:17]=[CH:16][CH:15]=[CH:14]3)=[N:6][CH:7]=1.[NH:30]1[CH:34]=[CH:33][CH:32]=[N:31]1.C(=O)([O-])[O-].[Cs+].[Cs+].CN(C)[C@@H]1CCCC[C@H]1N.